Dataset: Forward reaction prediction with 1.9M reactions from USPTO patents (1976-2016). Task: Predict the product of the given reaction. (1) The product is: [CH3:15][N:16]1[CH2:21][CH2:20][N:19]([C:2]2[CH:7]=[CH:6][C:5]([N+:8]([O-:10])=[O:9])=[C:4]([O:11][CH:12]([CH3:14])[CH3:13])[CH:3]=2)[CH2:18][CH2:17]1. Given the reactants F[C:2]1[CH:7]=[CH:6][C:5]([N+:8]([O-:10])=[O:9])=[C:4]([O:11][CH:12]([CH3:14])[CH3:13])[CH:3]=1.[CH3:15][N:16]1[CH2:21][CH2:20][NH:19][CH2:18][CH2:17]1.C(=O)([O-])[O-].[K+].[K+], predict the reaction product. (2) Given the reactants [O-:1][N+:2]1[C:7]2[CH:8]=[C:9]3[C:13](=[CH:14][C:6]=2[N:5]=C(NCCCO)N=1)[CH2:12][CH2:11][CH2:10]3.[OH:20]O.C(O[C:29]([C:31](F)(F)F)=[O:30])(C(F)(F)F)=O.N, predict the reaction product. The product is: [N+:2]([C:7]1[CH:8]=[C:9]2[C:13]([CH2:12][CH2:11][CH2:10]2)=[CH:14][C:6]=1[NH:5][C:29](=[O:30])[CH3:31])([O-:1])=[O:20].